This data is from Reaction yield outcomes from USPTO patents with 853,638 reactions. The task is: Predict the reaction yield, written as a fraction of the theoretical maximum amount of product (1.0 means a 100% yield; for example, 0.34 means a 34% yield). (1) The reactants are C(=O)([O-])[O-].[K+].[K+].Br[C:8]1[CH:9]=[CH:10][C:11]([CH3:26])=[C:12]([S:14]([NH:17][CH2:18][CH2:19][CH2:20][N:21]2[CH:25]=[CH:24][N:23]=[CH:22]2)(=[O:16])=[O:15])[CH:13]=1.[Cl:27][C:28]1[CH:33]=[CH:32][CH:31]=[CH:30][C:29]=1S.O[O:36][S:37]([O-:39])=O.[K+]. The catalyst is CN1C(=O)CCC1.[Ni](Br)Br.[Zn].C1(P(C2C=CC=CC=2)[C-]2C=CC=C2)C=CC=CC=1.[C-]1(P(C2C=CC=CC=2)C2C=CC=CC=2)C=CC=C1.[Fe+2]. The product is [Cl:27][C:28]1[CH:33]=[CH:32][CH:31]=[CH:30][C:29]=1[S:37]([C:8]1[CH:9]=[CH:10][C:11]([CH3:26])=[C:12]([S:14]([NH:17][CH2:18][CH2:19][CH2:20][N:21]2[CH:25]=[CH:24][N:23]=[CH:22]2)(=[O:16])=[O:15])[CH:13]=1)(=[O:39])=[O:36]. The yield is 0.0400. (2) The reactants are [H-].[Al+3].[Li+].[H-].[H-].[H-].[CH3:7][C:8]1[C:9](=[O:23])[CH:10]([CH3:22])[CH2:11][CH:12]([CH:14]2[CH2:18][CH:17]=[C:16]([CH3:19])[C:15]2([CH3:21])[CH3:20])[CH:13]=1.Cl. The catalyst is C(OCC)C. The product is [CH3:7][C:8]1[CH:9]([OH:23])[CH:10]([CH3:22])[CH2:11][CH:12]([CH:14]2[CH2:18][CH:17]=[C:16]([CH3:19])[C:15]2([CH3:21])[CH3:20])[CH:13]=1. The yield is 0.760. (3) The reactants are Cl.Cl[C:3]1[CH:8]=[C:7]([C:9]2[CH:14]=[CH:13][CH:12]=[C:11]([Cl:15])[CH:10]=2)[N:6]=[C:5]([CH3:16])[C:4]=1[CH2:17][CH3:18].[NH2:19][C:20]1[CH:25]=[CH:24][C:23]([CH2:26][C:27]([O:29][CH3:30])=[O:28])=[CH:22][CH:21]=1. No catalyst specified. The product is [Cl:15][C:11]1[CH:10]=[C:9]([C:7]2[N:6]=[C:5]([CH3:16])[C:4]([CH2:17][CH3:18])=[C:3]([NH:19][C:20]3[CH:21]=[CH:22][C:23]([CH2:26][C:27]([O:29][CH3:30])=[O:28])=[CH:24][CH:25]=3)[CH:8]=2)[CH:14]=[CH:13][CH:12]=1. The yield is 0.410. (4) The reactants are [CH3:1][O:2][C@H:3]1[C@@H:9]2[O:10][CH2:11][C@H:12]([O:13]C(C3C=CC=CC=3)=O)[C@@H:8]2[O:7][C@@H:4]1[O:5][CH3:6].[OH-].[Na+]. The catalyst is CO.C(OCC)(=O)C. The product is [CH3:1][O:2][C@H:3]1[C@@H:9]2[O:10][CH2:11][C@@H:12]([OH:13])[C@@H:8]2[O:7][C@@H:4]1[O:5][CH3:6]. The yield is 0.850. (5) The reactants are CS(C)=O.C(Cl)(=O)C(Cl)=O.[Cl:11][C:12]1[CH:17]=[CH:16][C:15]([C:18]([CH3:22])([CH3:21])[CH2:19][OH:20])=[CH:14][CH:13]=1.C(N(CC)CC)C. The catalyst is C(Cl)Cl. The product is [Cl:11][C:12]1[CH:13]=[CH:14][C:15]([C:18]([CH3:22])([CH3:21])[CH:19]=[O:20])=[CH:16][CH:17]=1. The yield is 0.990. (6) The reactants are C([S:8][C:9]([CH3:16])([CH2:13][CH2:14][CH3:15])[CH2:10][CH2:11][OH:12])C1C=CC=CC=1.N.CCO.Cl. The catalyst is CCOCC. The product is [SH:8][C:9]([CH3:16])([CH2:13][CH2:14][CH3:15])[CH2:10][CH2:11][OH:12]. The yield is 0.730. (7) The reactants are [C:1]1([CH3:16])[CH:6]=[CH:5][C:4]([O:7][C:8]2[C:13]([CH2:14][NH2:15])=[CH:12][N:11]=[CH:10][N:9]=2)=[CH:3][CH:2]=1.CCN(C(C)C)C(C)C.Cl[C:27]1[N:32]=[C:31]([Cl:33])[C:30]([C:34]([F:37])([F:36])[F:35])=[CH:29][N:28]=1. The catalyst is CN(C=O)C. The product is [Cl:33][C:31]1[C:30]([C:34]([F:36])([F:35])[F:37])=[CH:29][N:28]=[C:27]([NH:15][CH2:14][C:13]2[C:8]([O:7][C:4]3[CH:3]=[CH:2][C:1]([CH3:16])=[CH:6][CH:5]=3)=[N:9][CH:10]=[N:11][CH:12]=2)[N:32]=1. The yield is 0.270. (8) The reactants are [Br:1][C:2]1[CH:9]=[CH:8][C:7]([OH:10])=[CH:6][C:3]=1[CH:4]=[O:5].[O:11]1[CH:16]=[CH:15][CH2:14][CH2:13][CH2:12]1.C12(CS(O)(=O)=O)C(C)(C)C(CC1)CC2=O. The catalyst is C(Cl)Cl. The product is [Br:1][C:2]1[CH:9]=[CH:8][C:7]([O:10][CH:12]2[CH2:13][CH2:14][CH2:15][CH2:16][O:11]2)=[CH:6][C:3]=1[CH:4]=[O:5]. The yield is 0.200.